From a dataset of Forward reaction prediction with 1.9M reactions from USPTO patents (1976-2016). Predict the product of the given reaction. (1) Given the reactants [CH3:1][O:2][C:3](=[O:16])[CH2:4][O:5][C:6]1[CH:11]=[CH:10][C:9]([CH:12]=[O:13])=[CH:8][C:7]=1[O:14][CH3:15].[B-].[Na+].Cl, predict the reaction product. The product is: [CH3:1][O:2][C:3](=[O:16])[CH2:4][O:5][C:6]1[CH:11]=[CH:10][C:9]([CH2:12][OH:13])=[CH:8][C:7]=1[O:14][CH3:15]. (2) Given the reactants [Br:1][C:2]1[C:13]2[C:5](=[CH:6][C:7]([C:16]3[CH:21]=[CH:20][CH:19]=[CH:18][C:17]=3[Cl:22])=[C:8]3[C:12]=2[C:11](=[O:14])[NH:10][C:9]3=[O:15])[N:4]([CH2:23][CH2:24][CH2:25]O)[CH:3]=1.[CH3:27][NH:28][CH3:29], predict the reaction product. The product is: [Br:1][C:2]1[C:13]2[C:5](=[CH:6][C:7]([C:16]3[CH:21]=[CH:20][CH:19]=[CH:18][C:17]=3[Cl:22])=[C:8]3[C:12]=2[C:11](=[O:14])[NH:10][C:9]3=[O:15])[N:4]([CH2:23][CH2:24][CH2:25][N:28]([CH3:29])[CH3:27])[CH:3]=1. (3) Given the reactants C([O:8][C:9]1[CH:18]=[C:17]2[C:12]([C:13](=[O:19])[NH:14][CH:15]=[N:16]2)=[CH:11][C:10]=1[O:20][CH3:21])C1C=CC=CC=1.C([O-])=O.[NH4+], predict the reaction product. The product is: [OH:8][C:9]1[CH:18]=[C:17]2[C:12]([C:13](=[O:19])[NH:14][CH:15]=[N:16]2)=[CH:11][C:10]=1[O:20][CH3:21].